Dataset: Reaction yield outcomes from USPTO patents with 853,638 reactions. Task: Predict the reaction yield, written as a fraction of the theoretical maximum amount of product (1.0 means a 100% yield; for example, 0.34 means a 34% yield). (1) The reactants are [CH3:1][C:2]1[CH:7]=[CH:6][C:5]([S:8]([NH:11][CH2:12][C:13]#[CH:14])(=[O:10])=[O:9])=[CH:4][CH:3]=1.C(=O)([O-])[O-].[K+].[K+].Br[CH2:22]/[CH:23]=[CH:24]/[C:25]1[CH:30]=[CH:29][CH:28]=[CH:27][C:26]=1[Cl:31]. No catalyst specified. The product is [Cl:31][C:26]1[CH:27]=[CH:28][CH:29]=[CH:30][C:25]=1[CH:24]=[CH:23][CH2:22][N:11]([CH2:12][C:13]#[CH:14])[S:8]([C:5]1[CH:6]=[CH:7][C:2]([CH3:1])=[CH:3][CH:4]=1)(=[O:10])=[O:9]. The yield is 0.780. (2) The reactants are [NH2:1][CH:2]1[CH2:7][N:6]([C:8](=[O:20])[C:9]2[CH:14]=[CH:13][CH:12]=[C:11]([C:15]3[O:16][CH:17]=[CH:18][CH:19]=3)[CH:10]=2)[CH2:5][CH:4]([C:21]([NH:23][C:24]2[CH:29]=[CH:28][C:27]([Cl:30])=[CH:26][CH:25]=2)=[O:22])[CH2:3]1.C(N(CC)CC)C.Cl[C:39]([O:41][CH2:42][CH3:43])=[O:40]. The yield is 0.880. The product is [Cl:30][C:27]1[CH:26]=[CH:25][C:24]([NH:23][C:21]([CH:4]2[CH2:5][N:6]([C:8](=[O:20])[C:9]3[CH:14]=[CH:13][CH:12]=[C:11]([C:15]4[O:16][CH:17]=[CH:18][CH:19]=4)[CH:10]=3)[CH2:7][CH:2]([NH:1][C:39](=[O:40])[O:41][CH2:42][CH3:43])[CH2:3]2)=[O:22])=[CH:29][CH:28]=1. The catalyst is ClCCl. (3) The reactants are [CH:1]1([C:4](Cl)=[O:5])[CH2:3][CH2:2]1.[Br:7][C:8]1[CH:9]=[C:10]2[C:14](=[C:15]([NH2:17])[CH:16]=1)[NH:13][CH:12]=[CH:11]2.C(N(CC)CC)C. The catalyst is C(Cl)Cl. The product is [Br:7][C:8]1[CH:9]=[C:10]2[C:14](=[C:15]([NH:17][C:4]([CH:1]3[CH2:3][CH2:2]3)=[O:5])[CH:16]=1)[NH:13][CH:12]=[CH:11]2. The yield is 0.760. (4) The reactants are FC(F)(F)C1C=CC(CBr)=CC=1.Br[CH2:14][C:15]1[CH:19]=[C:18]([CH3:20])[O:17][N:16]=1.[CH3:21][C:22]1[N:23]=[C:24]([N:32]2[CH2:36][CH2:35][NH:34][C:33]2=[O:37])[S:25][C:26]=1[C:27]([O:29][CH2:30][CH3:31])=[O:28]. No catalyst specified. The product is [CH3:21][C:22]1[N:23]=[C:24]([N:32]2[CH2:36][CH2:35][N:34]([CH2:14][C:15]3[CH:19]=[C:18]([CH3:20])[O:17][N:16]=3)[C:33]2=[O:37])[S:25][C:26]=1[C:27]([O:29][CH2:30][CH3:31])=[O:28]. The yield is 0.780. (5) The yield is 0.610. The catalyst is C(Cl)Cl. The reactants are [O-]Cl.[Na+].[CH3:4][C:5]1[C:13]([CH2:14][N:15]2[CH:19]=[CH:18][N:17]=[C:16]2[CH3:20])=[C:12]([CH3:21])[CH:11]=[C:10]([CH3:22])[C:6]=1[CH:7]=[N:8][OH:9]. The product is [CH3:4][C:5]1[C:13]([CH2:14][N:15]2[CH:19]=[CH:18][N:17]=[C:16]2[CH3:20])=[C:12]([CH3:21])[CH:11]=[C:10]([CH3:22])[C:6]=1[C:7]#[N+:8][O-:9].